From a dataset of Catalyst prediction with 721,799 reactions and 888 catalyst types from USPTO. Predict which catalyst facilitates the given reaction. (1) Reactant: [Cl:1][C:2]1[CH:3]=[CH:4][C:5]([O:22][CH:23]([F:25])[F:24])=[C:6]([C:8]2[N:12]([CH2:13][O:14][CH2:15][CH2:16][Si:17]([CH3:20])([CH3:19])[CH3:18])[N:11]=[CH:10][C:9]=2[NH2:21])[CH:7]=1.[N:26]1[N:30]2[CH:31]=[CH:32][CH:33]=[N:34][C:29]2=[C:28]([C:35](Cl)=[O:36])[CH:27]=1.CCN(C(C)C)C(C)C. Product: [Cl:1][C:2]1[CH:3]=[CH:4][C:5]([O:22][CH:23]([F:24])[F:25])=[C:6]([C:8]2[N:12]([CH2:13][O:14][CH2:15][CH2:16][Si:17]([CH3:20])([CH3:18])[CH3:19])[N:11]=[CH:10][C:9]=2[NH:21][C:35]([C:28]2[CH:27]=[N:26][N:30]3[CH:31]=[CH:32][CH:33]=[N:34][C:29]=23)=[O:36])[CH:7]=1. The catalyst class is: 1. (2) Product: [NH2:8][C@@:9]1([C:22]#[C:23][C:24]2[CH:25]=[C:26]([CH3:30])[CH:27]=[CH:28][CH:29]=2)[CH2:17][CH2:16][CH2:15][C@@H:14]2[C@H:10]1[CH2:11][CH2:12][N:13]2[C:18]([O:20][CH3:21])=[O:19]. The catalyst class is: 144. Reactant: COC1C=CC(C[NH:8][C:9]2([C:22]#[C:23][C:24]3[CH:25]=[C:26]([CH3:30])[CH:27]=[CH:28][CH:29]=3)[CH2:17][CH2:16][CH2:15][C@@H:14]3[C@H:10]2[CH2:11][CH2:12][N:13]3[C:18]([O:20][CH3:21])=[O:19])=CC=1. (3) Reactant: [F:1][CH:2]([F:37])[C:3]1[N:7]([C:8]2[N:13]=[C:12]([N:14]3[CH2:19][CH2:18][O:17][CH2:16][CH2:15]3)[N:11]=[C:10]([N:20]3[CH2:25][CH2:24][N:23]([S:26]([CH:29]=[CH2:30])(=[O:28])=[O:27])[CH2:22][CH2:21]3)[N:9]=2)[C:6]2[CH:31]=[CH:32][CH:33]=[C:34]([O:35][CH3:36])[C:5]=2[N:4]=1.[NH:38]1[CH2:43][CH2:42][S:41][CH2:40][CH2:39]1. Product: [F:37][CH:2]([F:1])[C:3]1[N:7]([C:8]2[N:13]=[C:12]([N:14]3[CH2:15][CH2:16][O:17][CH2:18][CH2:19]3)[N:11]=[C:10]([N:20]3[CH2:21][CH2:22][N:23]([S:26]([CH2:29][CH2:30][N:38]4[CH2:43][CH2:42][S:41][CH2:40][CH2:39]4)(=[O:28])=[O:27])[CH2:24][CH2:25]3)[N:9]=2)[C:6]2[CH:31]=[CH:32][CH:33]=[C:34]([O:35][CH3:36])[C:5]=2[N:4]=1. The catalyst class is: 1. (4) Reactant: [CH3:1][S:2][CH2:3][CH2:4][C@@H:5]1[NH:9][C:8]2([CH2:14][CH2:13][N:12]([C:15]([O:17][C:18]([CH3:21])([CH3:20])[CH3:19])=[O:16])[CH2:11][CH2:10]2)[NH:7][C:6]1=[O:22].[H-].[Na+].[CH2:25](Cl)[C:26]1[CH:31]=[CH:30][CH:29]=[CH:28][CH:27]=1.[NH4+].[Cl-]. Product: [CH2:25]([N:7]1[C:8]2([CH2:14][CH2:13][N:12]([C:15]([O:17][C:18]([CH3:19])([CH3:21])[CH3:20])=[O:16])[CH2:11][CH2:10]2)[NH:9][C@@H:5]([CH2:4][CH2:3][S:2][CH3:1])[C:6]1=[O:22])[C:26]1[CH:31]=[CH:30][CH:29]=[CH:28][CH:27]=1. The catalyst class is: 1.